The task is: Regression/Classification. Given a drug SMILES string, predict its absorption, distribution, metabolism, or excretion properties. Task type varies by dataset: regression for continuous measurements (e.g., permeability, clearance, half-life) or binary classification for categorical outcomes (e.g., BBB penetration, CYP inhibition). Dataset: hlm.. This data is from Human liver microsome stability data. (1) The molecule is [2H]C(Oc1cc(OC)cc2oc(-c3cn4nc(OC([2H])([2H])[2H])sc4n3)cc12)c1nc(N2CCOCC2)sc1C. The result is 1 (stable in human liver microsomes). (2) The drug is C[C@@H]1CN(c2ccc(F)cc2C(F)(F)F)CCN1S(=O)(=O)c1cccc(N2CCC(C(=O)O)C2)c1. The result is 0 (unstable in human liver microsomes). (3) The compound is c1ccc2c(c1)CC(c1nc3cc(-c4cn[nH]c4)ccc3[nH]1)CO2. The result is 1 (stable in human liver microsomes).